Dataset: Forward reaction prediction with 1.9M reactions from USPTO patents (1976-2016). Task: Predict the product of the given reaction. Given the reactants [Cl:1][C:2]1[C:3]([O:12][C:13]2[CH:18]=[C:17]([O:19][CH2:20][CH2:21][O:22][CH3:23])[CH:16]=[CH:15][C:14]=2/[CH:24]=[CH:25]/[CH2:26][OH:27])=[N:4][CH:5]=[C:6]([C:8]([F:11])([F:10])[F:9])[CH:7]=1.Cl[S:29]([N:32]=[C:33]=[O:34])(=[O:31])=[O:30].[NH:35]1[CH2:39][CH2:38][CH2:37][CH2:36]1.Cl, predict the reaction product. The product is: [N:35]1([S:29]([NH:32][C:33](=[O:34])[O:27][CH2:26]/[CH:25]=[CH:24]/[C:14]2[CH:15]=[CH:16][C:17]([O:19][CH2:20][CH2:21][O:22][CH3:23])=[CH:18][C:13]=2[O:12][C:3]2[C:2]([Cl:1])=[CH:7][C:6]([C:8]([F:9])([F:11])[F:10])=[CH:5][N:4]=2)(=[O:31])=[O:30])[CH2:39][CH2:38][CH2:37][CH2:36]1.